Predict which catalyst facilitates the given reaction. From a dataset of Catalyst prediction with 721,799 reactions and 888 catalyst types from USPTO. (1) Reactant: C([N:8]1[CH2:13][CH2:12][C:11](=[O:14])[C:10]([CH3:16])([CH3:15])[CH2:9]1)C1C=CC=CC=1.[C:25](O[C:25]([O:27][C:28]([CH3:31])([CH3:30])[CH3:29])=[O:26])([O:27][C:28]([CH3:31])([CH3:30])[CH3:29])=[O:26]. Product: [C:28]([O:27][C:25]([N:8]1[CH2:13][CH2:12][C:11](=[O:14])[C:10]([CH3:16])([CH3:15])[CH2:9]1)=[O:26])([CH3:29])([CH3:30])[CH3:31]. The catalyst class is: 421. (2) Reactant: [C:1]([OH:8])(=[O:7])/[CH:2]=[CH:3]\[C:4]([OH:6])=[O:5].[CH:9]#[C:10][CH2:11][NH:12][C@H:13]1[C:17]2[CH:18]=[CH:19][CH:20]=[CH:21][C:16]=2[CH2:15][CH2:14]1. Product: [CH:9]#[C:10][CH2:11][NH:12][C@H:13]1[C:17]2[CH:18]=[CH:19][CH:20]=[CH:21][C:16]=2[CH2:15][CH2:14]1.[C:1]([O-:8])(=[O:7])/[CH:2]=[CH:3]\[C:4]([O-:6])=[O:5]. The catalyst class is: 32. (3) Reactant: [H-].[H-].[H-].[H-].[Li+].[Al+3].[CH3:7][C:8]([CH3:19])([CH2:14][C:15]#[C:16][CH2:17][CH3:18])[C:9](OCC)=[O:10].[OH-].[Na+]. Product: [CH3:7][C:8]([CH3:19])([CH2:14][C:15]#[C:16][CH2:17][CH3:18])[CH2:9][OH:10]. The catalyst class is: 28.